This data is from Full USPTO retrosynthesis dataset with 1.9M reactions from patents (1976-2016). The task is: Predict the reactants needed to synthesize the given product. (1) The reactants are: Cl[C:2]1[N:7]=[C:6]2[N:8]([CH3:11])[N:9]=[CH:10][C:5]2=[C:4]([CH:12]([F:14])[F:13])[CH:3]=1.COCCOC.O.[NH2:22][C:23]1[CH:30]=[CH:29][C:28](B2OC(C)(C)C(C)(C)O2)=[CH:27][C:24]=1[C:25]#[N:26].O.O.P([O-])([O-])([O-])=O.[K+].[K+].[K+]. Given the product [NH2:22][C:23]1[CH:30]=[CH:29][C:28]([C:2]2[N:7]=[C:6]3[N:8]([CH3:11])[N:9]=[CH:10][C:5]3=[C:4]([CH:12]([F:14])[F:13])[CH:3]=2)=[CH:27][C:24]=1[C:25]#[N:26], predict the reactants needed to synthesize it. (2) Given the product [C:18]1([C:24]([C:25]2[CH:26]=[CH:27][CH:28]=[CH:29][CH:30]=2)([C:31]2[CH:32]=[CH:33][CH:34]=[CH:35][CH:36]=2)[S:1][C:2]2[NH:3][C:4]3[CH:10]=[CH:9][CH:8]=[CH:7][C:5]=3[N:6]=2)[CH:19]=[CH:20][CH:21]=[CH:22][CH:23]=1, predict the reactants needed to synthesize it. The reactants are: [SH:1][C:2]1[NH:3][C:4]2[CH:10]=[CH:9][CH:8]=[CH:7][C:5]=2[N:6]=1.C(N(CC)CC)C.[C:18]1([C:24](Cl)([C:31]2[CH:36]=[CH:35][CH:34]=[CH:33][CH:32]=2)[C:25]2[CH:30]=[CH:29][CH:28]=[CH:27][CH:26]=2)[CH:23]=[CH:22][CH:21]=[CH:20][CH:19]=1. (3) Given the product [C:14]([O:18][C:19]([N:21]1[CH2:26][CH2:25][CH:24]([N:27]([C:6]([C:5]2[O:1][C:2]([C:9]3[O:13][CH:12]=[N:11][CH:10]=3)=[N:3][CH:4]=2)=[O:8])[CH:28]2[CH2:29][CH2:30]2)[CH2:23][CH2:22]1)=[O:20])([CH3:17])([CH3:15])[CH3:16], predict the reactants needed to synthesize it. The reactants are: [O:1]1[C:5]([C:6]([OH:8])=O)=[CH:4][N:3]=[C:2]1[C:9]1[O:13][CH:12]=[N:11][CH:10]=1.[C:14]([O:18][C:19]([N:21]1[CH2:26][CH2:25][CH:24]([NH:27][CH:28]2[CH2:30][CH2:29]2)[CH2:23][CH2:22]1)=[O:20])([CH3:17])([CH3:16])[CH3:15]. (4) Given the product [CH3:9][O:8][C:4]1[N:3]=[C:2](/[CH:17]=[CH:16]/[C:10]2[CH:15]=[CH:14][CH:13]=[CH:12][CH:11]=2)[CH:7]=[CH:6][N:5]=1, predict the reactants needed to synthesize it. The reactants are: Cl[C:2]1[CH:7]=[CH:6][N:5]=[C:4]([O:8][CH3:9])[N:3]=1.[C:10]1(/[CH:16]=[CH:17]/B(O)O)[CH:15]=[CH:14][CH:13]=[CH:12][CH:11]=1.C(=O)([O-])[O-].[K+].[K+]. (5) Given the product [O:1]1[CH2:2][CH2:3][CH:4]([NH:7][C:8]2[N:9]=[CH:10][C:11]3[CH:16]=[C:15]([CH2:17][C:19]4[CH:24]=[CH:23][CH:22]=[CH:21][C:20]=4[F:25])[S:14][C:12]=3[N:13]=2)[CH2:5][CH2:6]1, predict the reactants needed to synthesize it. The reactants are: [O:1]1[CH2:6][CH2:5][CH:4]([NH:7][C:8]2[N:9]=[CH:10][C:11]3[CH:16]=[C:15]([CH:17]([C:19]4[CH:24]=[CH:23][CH:22]=[CH:21][C:20]=4[F:25])O)[S:14][C:12]=3[N:13]=2)[CH2:3][CH2:2]1.C([SiH](CC)CC)C.FC(F)(F)C(O)=O. (6) Given the product [CH2:56]([N:58]([CH2:62][CH3:63])[CH2:59][CH2:60][NH:61][C:1](=[O:55])[O:12][CH2:13][CH:14]([CH2:15][O:16][CH2:17][CH2:18][CH2:19][CH2:20][CH2:21][CH2:22][CH2:23][CH2:24]/[CH:25]=[CH:26]\[CH2:27]/[CH:28]=[CH:29]\[CH2:30][CH2:31][CH2:32][CH2:33][CH3:34])[CH2:35][O:36][CH2:37][CH2:38][CH2:39][CH2:40][CH2:41][CH2:42][CH2:43][CH2:44]/[CH:45]=[CH:46]\[CH2:47]/[CH:48]=[CH:49]\[CH2:50][CH2:51][CH2:52][CH2:53][CH3:54])[CH3:57], predict the reactants needed to synthesize it. The reactants are: [C:1](=[O:55])([O:12][CH2:13][CH:14]([CH2:35][O:36][CH2:37][CH2:38][CH2:39][CH2:40][CH2:41][CH2:42][CH2:43][CH2:44]/[CH:45]=[CH:46]\[CH2:47]/[CH:48]=[CH:49]\[CH2:50][CH2:51][CH2:52][CH2:53][CH3:54])[CH2:15][O:16][CH2:17][CH2:18][CH2:19][CH2:20][CH2:21][CH2:22][CH2:23][CH2:24]/[CH:25]=[CH:26]\[CH2:27]/[CH:28]=[CH:29]\[CH2:30][CH2:31][CH2:32][CH2:33][CH3:34])OC1C=CC([N+]([O-])=O)=CC=1.[CH2:56]([N:58]([CH2:62][CH3:63])[CH2:59][CH2:60][NH2:61])[CH3:57]. (7) Given the product [C:1]([O:5][C:6]([N:8]1[CH2:13][CH2:12][CH:11]([C:14]2[CH:19]=[CH:18][C:17]([O:20][CH2:21][CH2:22][CH2:23][O:24][CH2:25][C:26]3[CH:31]=[CH:30][CH:29]=[CH:28][C:27]=3[F:32])=[CH:16][CH:15]=2)[CH:10]([NH:33][S:44]([C:35]2[CH:36]=[CH:37][C:38]3[C:43](=[CH:42][CH:41]=[CH:40][CH:39]=3)[CH:34]=2)(=[O:46])=[O:45])[CH2:9]1)=[O:7])([CH3:4])([CH3:2])[CH3:3], predict the reactants needed to synthesize it. The reactants are: [C:1]([O:5][C:6]([N:8]1[CH2:13][CH2:12][CH:11]([C:14]2[CH:19]=[CH:18][C:17]([O:20][CH2:21][CH2:22][CH2:23][O:24][CH2:25][C:26]3[CH:31]=[CH:30][CH:29]=[CH:28][C:27]=3[F:32])=[CH:16][CH:15]=2)[CH:10]([NH2:33])[CH2:9]1)=[O:7])([CH3:4])([CH3:3])[CH3:2].[CH:34]1[C:43]2[C:38](=[CH:39][CH:40]=[CH:41][CH:42]=2)[CH:37]=[CH:36][C:35]=1[S:44](Cl)(=[O:46])=[O:45]. (8) The reactants are: [C:1]([C:3]1[N:7]2[N:8]=[C:9]([C:12]3[CH:17]=[CH:16][C:15]([C:18]([N:20]4[CH2:25][CH2:24][O:23][CH2:22][CH2:21]4)=[O:19])=[CH:14][CH:13]=3)[CH:10]=[CH:11][C:6]2=[N:5][CH:4]=1)#[CH:2].Br[C:27]1[CH:32]=[CH:31][N:30]=[C:29]([NH2:33])[CH:28]=1. Given the product [NH2:33][C:29]1[CH:28]=[C:27]([C:2]#[C:1][C:3]2[N:7]3[N:8]=[C:9]([C:12]4[CH:13]=[CH:14][C:15]([C:18]([N:20]5[CH2:21][CH2:22][O:23][CH2:24][CH2:25]5)=[O:19])=[CH:16][CH:17]=4)[CH:10]=[CH:11][C:6]3=[N:5][CH:4]=2)[CH:32]=[CH:31][N:30]=1, predict the reactants needed to synthesize it. (9) Given the product [Cl:1][C:2]1[CH:7]=[CH:6][CH:5]=[C:4]([Cl:8])[C:3]=1[N:9]1[CH:26]=[C:12]2[C:13]([NH2:17])=[N:14][CH:15]=[CH:16][C:11]2=[N:10]1, predict the reactants needed to synthesize it. The reactants are: [Cl:1][C:2]1[CH:7]=[CH:6][CH:5]=[C:4]([Cl:8])[C:3]=1[N:9]1[CH:26]=[C:12]2[C:13]([NH:17]C3C=C(NC)N=CN=3)=[N:14][CH:15]=[CH:16][C:11]2=[N:10]1.ClC1C2=CN(C3C(Cl)=CC=CC=3Cl)N=C2C=CN=1.N. (10) Given the product [NH2:18][C@@H:19]([C:28]([NH:30][CH3:31])=[O:29])[CH2:20][C:21]([O:23][C:24]([CH3:26])([CH3:27])[CH3:25])=[O:22], predict the reactants needed to synthesize it. The reactants are: C1C2C(COC([NH:18][C@@H:19]([C:28]([NH:30][CH3:31])=[O:29])[CH2:20][C:21]([O:23][C:24]([CH3:27])([CH3:26])[CH3:25])=[O:22])=O)C3C(=CC=CC=3)C=2C=CC=1.N1CCCCC1.